This data is from Reaction yield outcomes from USPTO patents with 853,638 reactions. The task is: Predict the reaction yield, written as a fraction of the theoretical maximum amount of product (1.0 means a 100% yield; for example, 0.34 means a 34% yield). The reactants are [CH3:1][C:2]1([CH3:9])[CH2:7][CH2:6][C:5](=O)[CH2:4][CH2:3]1.[NH2:10][OH:11].Cl.C([O-])([O-])=O.[Na+].[Na+]. The catalyst is CCO.O. The product is [CH3:1][C:2]1([CH3:9])[CH2:7][CH2:6][C:5](=[N:10][OH:11])[CH2:4][CH2:3]1. The yield is 0.970.